Dataset: Peptide-MHC class II binding affinity with 134,281 pairs from IEDB. Task: Regression. Given a peptide amino acid sequence and an MHC pseudo amino acid sequence, predict their binding affinity value. This is MHC class II binding data. (1) The peptide sequence is GTKTPVSPGEMRLRD. The MHC is HLA-DQA10201-DQB10402 with pseudo-sequence HLA-DQA10201-DQB10402. The binding affinity (normalized) is 0.425. (2) The peptide sequence is AEGGKATTEEQKLIE. The MHC is DRB3_0202 with pseudo-sequence DRB3_0202. The binding affinity (normalized) is 0.214.